Dataset: Peptide-MHC class I binding affinity with 185,985 pairs from IEDB/IMGT. Task: Regression. Given a peptide amino acid sequence and an MHC pseudo amino acid sequence, predict their binding affinity value. This is MHC class I binding data. (1) The peptide sequence is FYYNAFHWAI. The MHC is HLA-A24:02 with pseudo-sequence HLA-A24:02. The binding affinity (normalized) is 0.471. (2) The peptide sequence is SIISAVVGI. The MHC is HLA-A68:02 with pseudo-sequence HLA-A68:02. The binding affinity (normalized) is 0.538. (3) The peptide sequence is PAAEFRRVAH. The MHC is HLA-A03:01 with pseudo-sequence HLA-A03:01. The binding affinity (normalized) is 0. (4) The peptide sequence is VFSPFGYSF. The MHC is HLA-B18:01 with pseudo-sequence HLA-B18:01. The binding affinity (normalized) is 0.267. (5) The peptide sequence is FQWAIQDGI. The MHC is BoLA-HD6 with pseudo-sequence BoLA-HD6. The binding affinity (normalized) is 0.675. (6) The peptide sequence is HSVGFDYVY. The MHC is HLA-A26:01 with pseudo-sequence HLA-A26:01. The binding affinity (normalized) is 0.411. (7) The peptide sequence is KAAVDLSHF. The MHC is HLA-B57:01 with pseudo-sequence HLA-B57:01. The binding affinity (normalized) is 0.448.